From a dataset of Reaction yield outcomes from USPTO patents with 853,638 reactions. Predict the reaction yield, written as a fraction of the theoretical maximum amount of product (1.0 means a 100% yield; for example, 0.34 means a 34% yield). (1) The reactants are [Br:1]N1C(=O)CCC1=O.[C:9]([O:12][C:13]1[CH:14]=[C:15]2[C:19](=[CH:20][CH:21]=1)[NH:18][C:17]([C:22]([O:24][CH2:25][CH3:26])=[O:23])=[CH:16]2)(=[O:11])[CH3:10].O. The catalyst is CN(C=O)C. The product is [C:9]([O:12][C:13]1[CH:14]=[C:15]2[C:19](=[CH:20][CH:21]=1)[NH:18][C:17]([C:22]([O:24][CH2:25][CH3:26])=[O:23])=[C:16]2[Br:1])(=[O:11])[CH3:10]. The yield is 0.870. (2) The yield is 0.750. The catalyst is CN(C)C=O.O.C(OCC)(=O)C. The product is [NH2:17][C:18]1[N:26]=[C:25]([Cl:27])[CH:24]=[CH:23][C:19]=1[C:20]([NH:1][CH2:2][C:3]1[CH:16]=[CH:15][C:6]([CH2:7][NH:8][C:9]2[CH:14]=[CH:13][CH:12]=[CH:11][CH:10]=2)=[CH:5][CH:4]=1)=[O:21]. The reactants are [NH2:1][CH2:2][C:3]1[CH:16]=[CH:15][C:6]([CH2:7][NH:8][C:9]2[CH:14]=[CH:13][CH:12]=[CH:11][CH:10]=2)=[CH:5][CH:4]=1.[NH2:17][C:18]1[N:26]=[C:25]([Cl:27])[CH:24]=[CH:23][C:19]=1[C:20](O)=[O:21].F[P-](F)(F)(F)(F)F.N1(O[P+](N(C)C)(N(C)C)N(C)C)C2C=CC=CC=2N=N1.C(N(CC)CC)C.